Dataset: Reaction yield outcomes from USPTO patents with 853,638 reactions. Task: Predict the reaction yield, written as a fraction of the theoretical maximum amount of product (1.0 means a 100% yield; for example, 0.34 means a 34% yield). The reactants are [CH:1]1([CH2:7][C:8]([OH:10])=O)[CH2:6][CH2:5][CH2:4][CH2:3][CH2:2]1.Cl.[CH3:12][C:13]1[C:17]([CH2:18][N:19]2[CH:23]=[C:22]([NH2:24])[CH:21]=[N:20]2)=[C:16]([CH3:25])[O:15][N:14]=1. No catalyst specified. The product is [CH:1]1([CH2:7][C:8]([NH:24][C:22]2[CH:21]=[N:20][N:19]([CH2:18][C:17]3[C:13]([CH3:12])=[N:14][O:15][C:16]=3[CH3:25])[CH:23]=2)=[O:10])[CH2:2][CH2:3][CH2:4][CH2:5][CH2:6]1. The yield is 0.170.